This data is from Full USPTO retrosynthesis dataset with 1.9M reactions from patents (1976-2016). The task is: Predict the reactants needed to synthesize the given product. (1) Given the product [CH3:1][O:2][C:3]1[CH:29]=[CH:28][C:6]([CH2:7][C:8]2[C:17]3[NH:18][C:19]4[CH:20]=[CH:21][CH:22]=[CH:23][C:24]=4[C:16]=3[C:15]3[CH:14]([OH:25])[CH2:13][C:12]([CH3:26])([CH3:27])[CH2:11][C:10]=3[N:9]=2)=[CH:5][CH:4]=1, predict the reactants needed to synthesize it. The reactants are: [CH3:1][O:2][C:3]1[CH:29]=[CH:28][C:6]([CH2:7][C:8]2[C:17]3[NH:18][C:19]4[CH:20]=[CH:21][CH:22]=[CH:23][C:24]=4[C:16]=3[C:15]3[C:14](=[O:25])[CH2:13][C:12]([CH3:27])([CH3:26])[CH2:11][C:10]=3[N:9]=2)=[CH:5][CH:4]=1.[BH4-].[Na+]. (2) Given the product [CH3:7][O:8][C:9](=[O:17])[C:10]1[CH:15]=[CH:14][C:13]([N:1]2[CH2:5][CH2:4][CH2:3][C:2]2=[O:6])=[CH:12][CH:11]=1, predict the reactants needed to synthesize it. The reactants are: [NH:1]1[CH2:5][CH2:4][CH2:3][C:2]1=[O:6].[CH3:7][O:8][C:9](=[O:17])[C:10]1[CH:15]=[CH:14][C:13](Br)=[CH:12][CH:11]=1.CC1(C)C2C(=C(P(C3C=CC=CC=3)C3C=CC=CC=3)C=CC=2)OC2C(P(C3C=CC=CC=3)C3C=CC=CC=3)=CC=CC1=2.C(=O)([O-])[O-].[Cs+].[Cs+].